This data is from Peptide-MHC class I binding affinity with 185,985 pairs from IEDB/IMGT. The task is: Regression. Given a peptide amino acid sequence and an MHC pseudo amino acid sequence, predict their binding affinity value. This is MHC class I binding data. (1) The MHC is HLA-B15:17 with pseudo-sequence HLA-B15:17. The peptide sequence is ATRAVMMGL. The binding affinity (normalized) is 0.938. (2) The peptide sequence is YTFCRLNVK. The MHC is HLA-B07:02 with pseudo-sequence HLA-B07:02. The binding affinity (normalized) is 0.0847. (3) The peptide sequence is IMYDHLPGF. The MHC is BoLA-D18.4 with pseudo-sequence BoLA-D18.4. The binding affinity (normalized) is 0.872. (4) The peptide sequence is KARNIISPV. The MHC is HLA-C15:02 with pseudo-sequence HLA-C15:02. The binding affinity (normalized) is 0.586. (5) The peptide sequence is RYDDGQSIY. The MHC is HLA-B08:02 with pseudo-sequence HLA-B08:02. The binding affinity (normalized) is 0.0847. (6) The peptide sequence is VVPLYDTPL. The MHC is HLA-B07:02 with pseudo-sequence HLA-B07:02. The binding affinity (normalized) is 0.159. (7) The peptide sequence is TVMDIISRR. The MHC is HLA-A11:01 with pseudo-sequence HLA-A11:01. The binding affinity (normalized) is 0.607.